Dataset: Forward reaction prediction with 1.9M reactions from USPTO patents (1976-2016). Task: Predict the product of the given reaction. The product is: [Cl:1][C:2]1[CH:3]=[C:4]([CH:21]=[CH:22][C:23]=1[Cl:24])[CH2:5][NH:6][C:7]([NH:8][C:9]1[S:10][CH:11]=[C:12]([CH:14]=[O:15])[N:13]=1)=[O:20]. Given the reactants [Cl:1][C:2]1[CH:3]=[C:4]([CH:21]=[CH:22][C:23]=1[Cl:24])[CH2:5][NH:6][C:7](=[O:20])[NH:8][C:9]1[S:10][CH:11]=[C:12]([C:14](N(OC)C)=[O:15])[N:13]=1.[H-].[Al+3].[Li+].[H-].[H-].[H-], predict the reaction product.